Dataset: Reaction yield outcomes from USPTO patents with 853,638 reactions. Task: Predict the reaction yield, written as a fraction of the theoretical maximum amount of product (1.0 means a 100% yield; for example, 0.34 means a 34% yield). (1) The reactants are [CH3:1][O:2][C:3]1[CH:4]=[C:5]2[C:14](=[CH:15][CH:16]=1)[C:13](OS(C(F)(F)F)(=O)=O)=[C:12]([C:25]1[CH:30]=[CH:29][C:28]([O:31][CH3:32])=[CH:27][CH:26]=1)[CH:11]1[CH:6]2[CH2:7][CH2:8][CH2:9][CH2:10]1.O1CCC[CH2:34]1.C[Zn]C.C(OCC)(=O)C. The catalyst is C1C=CC([P]([Pd]([P](C2C=CC=CC=2)(C2C=CC=CC=2)C2C=CC=CC=2)([P](C2C=CC=CC=2)(C2C=CC=CC=2)C2C=CC=CC=2)[P](C2C=CC=CC=2)(C2C=CC=CC=2)C2C=CC=CC=2)(C2C=CC=CC=2)C2C=CC=CC=2)=CC=1.O. The product is [CH3:1][O:2][C:3]1[CH:4]=[C:5]2[C:14](=[CH:15][CH:16]=1)[C:13]([CH3:34])=[C:12]([C:25]1[CH:30]=[CH:29][C:28]([O:31][CH3:32])=[CH:27][CH:26]=1)[CH:11]1[CH:6]2[CH2:7][CH2:8][CH2:9][CH2:10]1. The yield is 0.600. (2) The reactants are [CH2:1]([O:3][CH:4]([O:19][CH2:20][CH3:21])[C@@H:5]([NH:7][CH2:8][C:9]1[CH:18]=[CH:17][CH:16]=[C:15]2[C:10]=1[CH:11]=[CH:12][N:13]=[CH:14]2)[CH3:6])[CH3:2].[CH:22]1[C:34]2[CH:33]([CH2:35][O:36][C:37]([NH:39][C@@H:40]([CH2:44][C:45]3[CH:50]=[CH:49][C:48]([O:51][C:52]([CH3:55])([CH3:54])[CH3:53])=[CH:47][CH:46]=3)[C:41](O)=[O:42])=[O:38])[C:32]3[C:27](=[CH:28][CH:29]=[CH:30][CH:31]=3)[C:26]=2[CH:25]=[CH:24][CH:23]=1. No catalyst specified. The product is [C:52]([O:51][C:48]1[CH:47]=[CH:46][C:45]([CH2:44][C@H:40]([NH:39][C:37](=[O:38])[O:36][CH2:35][CH:33]2[C:34]3[CH:22]=[CH:23][CH:24]=[CH:25][C:26]=3[C:27]3[C:32]2=[CH:31][CH:30]=[CH:29][CH:28]=3)[C:41]([N:7]([C@@H:5]([CH3:6])[CH:4]([O:19][CH2:20][CH3:21])[O:3][CH2:1][CH3:2])[CH2:8][C:9]2[CH:18]=[CH:17][CH:16]=[C:15]3[C:10]=2[CH:11]=[CH:12][N:13]=[CH:14]3)=[O:42])=[CH:50][CH:49]=1)([CH3:55])([CH3:53])[CH3:54]. The yield is 0.760. (3) The catalyst is C1COCC1. The yield is 0.930. The reactants are [NH2:1][C:2]1[C:7]([C:8]#[N:9])=[C:6]([C:10]2[CH:11]=[C:12]([NH:16][C:17]([CH:19]3[CH2:23][CH2:22][C:21](=[O:24])[O:20]3)=[O:18])[CH:13]=[CH:14][CH:15]=2)[CH:5]=[C:4]([C:25]2[CH:30]=[CH:29][CH:28]=[CH:27][C:26]=2[O:31][Si](C(C)(C)C)(C)C)[N:3]=1. The product is [NH2:1][C:2]1[C:7]([C:8]#[N:9])=[C:6]([C:10]2[CH:11]=[C:12]([NH:16][C:17]([CH:19]3[CH2:23][CH2:22][C:21](=[O:24])[O:20]3)=[O:18])[CH:13]=[CH:14][CH:15]=2)[CH:5]=[C:4]([C:25]2[CH:30]=[CH:29][CH:28]=[CH:27][C:26]=2[OH:31])[N:3]=1. (4) The reactants are [I-].[CH2:2]([O:4][C:5]([C@@:7]1([NH:12][C:13](N2C=C[N+](C)=C2)=[O:14])[CH2:9][C@H:8]1[CH:10]=[CH2:11])=[O:6])[CH3:3].[CH2:21]([N:28]([CH3:37])[C:29]([C@@H:31]1[CH2:35][C@@H:34]([OH:36])[CH2:33][NH:32]1)=[O:30])[CH2:22][CH2:23][CH2:24][CH2:25][CH:26]=[CH2:27].C(OC([C@@]1(NC(N2C[C@H](O)C[C@H]2C(=O)N(CCCCC=C)C)=O)C[C@@H]1C=C)=O)C. No catalyst specified. The product is [CH2:2]([O:4][C:5]([C@@:7]1([NH:12][C:13]([N:32]2[CH2:33][C@H:34]([OH:36])[CH2:35][C@H:31]2[C:29](=[O:30])[N:28]([CH2:21][CH2:22][CH2:23][CH2:24][CH:25]=[CH:26][CH3:27])[CH3:37])=[O:14])[CH2:9][C@@H:8]1[CH:10]=[CH2:11])=[O:6])[CH3:3]. The yield is 0.380. (5) The reactants are Cl.[CH3:2][NH:3][C:4]1[CH:5]=[C:6]([CH:10]=[CH:11][N:12]=1)[C:7]([OH:9])=O.C(N(CC)CC)C.CCCP(=O)=O.Cl.[CH3:27][O:28][C:29]1[CH:34]=[CH:33][C:32]([CH:35]2[CH2:41][CH2:40][CH2:39][CH2:38][NH:37][CH2:36]2)=[CH:31][CH:30]=1. The product is [CH3:27][O:28][C:29]1[CH:30]=[CH:31][C:32]([CH:35]2[CH2:41][CH2:40][CH2:39][CH2:38][N:37]([C:7]([C:6]3[CH:10]=[CH:11][N:12]=[C:4]([NH:3][CH3:2])[CH:5]=3)=[O:9])[CH2:36]2)=[CH:33][CH:34]=1. The yield is 0.610. The catalyst is C(Cl)Cl.